From a dataset of Catalyst prediction with 721,799 reactions and 888 catalyst types from USPTO. Predict which catalyst facilitates the given reaction. Reactant: [F:1][B-](F)(F)F.[OH:6][C:7]1[CH:8]=[C:9]2[C:14](=[CH:15][CH:16]=1)[C:13]([N+]#N)=[CH:12][CH:11]=[CH:10]2. Product: [F:1][C:13]1[CH:12]=[CH:11][CH:10]=[C:9]2[C:14]=1[CH:15]=[CH:16][C:7]([OH:6])=[CH:8]2. The catalyst class is: 11.